Dataset: Peptide-MHC class I binding affinity with 185,985 pairs from IEDB/IMGT. Task: Regression. Given a peptide amino acid sequence and an MHC pseudo amino acid sequence, predict their binding affinity value. This is MHC class I binding data. The peptide sequence is RYRQVLSPL. The MHC is HLA-B83:01 with pseudo-sequence HLA-B83:01. The binding affinity (normalized) is 0.213.